This data is from Reaction yield outcomes from USPTO patents with 853,638 reactions. The task is: Predict the reaction yield, written as a fraction of the theoretical maximum amount of product (1.0 means a 100% yield; for example, 0.34 means a 34% yield). (1) The reactants are [CH2:1]([O:8][C:9]1[C:10](Br)=[C:11]([CH:16]([OH:21])[C:17]([O:19][CH3:20])=[O:18])[C:12]([CH3:15])=[CH:13][CH:14]=1)[C:2]1[CH:7]=[CH:6][CH:5]=[CH:4][CH:3]=1.C(=O)([O-])[O-].[Na+].[Na+].CC1(C)C(C)(C)OB([C:37]2[CH:38]=[C:39]3[C:44](=[CH:45][CH:46]=2)[O:43][CH2:42][CH2:41][CH2:40]3)O1. The catalyst is O1CCOCC1.O.C1(P(C2C=CC=CC=2)C2C=CC=CC=2)C=CC=CC=1.C1(P(C2C=CC=CC=2)C2C=CC=CC=2)C=CC=CC=1.C1(P(C2C=CC=CC=2)C2C=CC=CC=2)C=CC=CC=1.C1(P(C2C=CC=CC=2)C2C=CC=CC=2)C=CC=CC=1.[Pd]. The product is [CH2:1]([O:8][C:9]1[C:10]([C:37]2[CH:46]=[CH:45][C:44]3[O:43][CH2:42][CH2:41][CH2:40][C:39]=3[CH:38]=2)=[C:11]([CH:16]([OH:21])[C:17]([O:19][CH3:20])=[O:18])[C:12]([CH3:15])=[CH:13][CH:14]=1)[C:2]1[CH:7]=[CH:6][CH:5]=[CH:4][CH:3]=1. The yield is 0.790. (2) The reactants are [O:1]1[C:5]2[CH:6]=[CH:7][C:8]([C:10]3([C:13]([NH:15][C:16]4[CH:17]=[C:18]5[C:22](=[CH:23][CH:24]=4)[NH:21][C:20]([C:25](OCC)=[O:26])=[CH:19]5)=[O:14])[CH2:12][CH2:11]3)=[CH:9][C:4]=2[O:3][CH2:2]1.[Li+].[BH4-]. The catalyst is C1COCC1.O. The product is [O:1]1[C:5]2[CH:6]=[CH:7][C:8]([C:10]3([C:13]([NH:15][C:16]4[CH:17]=[C:18]5[C:22](=[CH:23][CH:24]=4)[NH:21][C:20]([CH2:25][OH:26])=[CH:19]5)=[O:14])[CH2:12][CH2:11]3)=[CH:9][C:4]=2[O:3][CH2:2]1. The yield is 0.730. (3) The reactants are [CH3:1][CH:2]([CH2:4][CH2:5][CH2:6][C@H:7]([C@@H:9]1[C@:26]2([CH3:27])[C@H:12]([C@H:13]3[C@H:23]([CH2:24][CH2:25]2)[C@:21]2([CH3:22])[C:16]([CH2:17][C@@H:18]([N:28](S(C4C=CC=CC=4[N+]([O-])=O)(=O)=O)[CH2:29][CH2:30][CH2:31][NH:32][C:33](=[O:52])[CH2:34][CH2:35][CH2:36][CH2:37][CH2:38][NH:39][C:40]4[C:45]5=[N:46][O:47][N:48]=[C:44]5[C:43]([N+:49]([O-:51])=[O:50])=[CH:42][CH:41]=4)[CH2:19][CH2:20]2)=[CH:15][CH2:14]3)[CH2:11][CH2:10]1)[CH3:8])[CH3:3].C([O-])([O-])=O.[K+].[K+].C1(S)C=CC=CC=1. The catalyst is CN(C)C=O.O1CCCC1. The product is [CH3:3][CH:2]([CH2:4][CH2:5][CH2:6][C@H:7]([C@@H:9]1[C@:26]2([CH3:27])[C@H:12]([C@H:13]3[C@H:23]([CH2:24][CH2:25]2)[C@:21]2([CH3:22])[C:16]([CH2:17][C@@H:18]([NH:28][CH2:29][CH2:30][CH2:31][NH:32][C:33](=[O:52])[CH2:34][CH2:35][CH2:36][CH2:37][CH2:38][NH:39][C:40]4[C:45]5=[N:46][O:47][N:48]=[C:44]5[C:43]([N+:49]([O-:51])=[O:50])=[CH:42][CH:41]=4)[CH2:19][CH2:20]2)=[CH:15][CH2:14]3)[CH2:11][CH2:10]1)[CH3:8])[CH3:1]. The yield is 0.290. (4) The reactants are [CH2:1]([N:3]([CH2:37][CH3:38])[CH2:4][CH2:5][CH2:6][NH:7][C:8]1[N:9]=[C:10]([C:27]2[CH:28]=[C:29]([CH:33]=[CH:34][C:35]=2[CH3:36])[C:30]([OH:32])=O)[C:11]2[CH:17]=[CH:16][C:15](=[O:18])[N:14]([C:19]3[C:24]([F:25])=[CH:23][CH:22]=[CH:21][C:20]=3[F:26])[C:12]=2[N:13]=1)[CH3:2].CN(C(ON1N=NC2C=CC=CC1=2)=[N+](C)C)C.F[P-](F)(F)(F)(F)F.C(N(CC)CC)C.[CH3:70][NH:71][C:72](=[O:75])[CH2:73][NH2:74]. The catalyst is CN(C=O)C. The product is [CH2:1]([N:3]([CH2:37][CH3:38])[CH2:4][CH2:5][CH2:6][NH:7][C:8]1[N:9]=[C:10]([C:27]2[CH:28]=[C:29]([CH:33]=[CH:34][C:35]=2[CH3:36])[C:30]([NH:74][CH2:73][C:72]([NH:71][CH3:70])=[O:75])=[O:32])[C:11]2[CH:17]=[CH:16][C:15](=[O:18])[N:14]([C:19]3[C:24]([F:25])=[CH:23][CH:22]=[CH:21][C:20]=3[F:26])[C:12]=2[N:13]=1)[CH3:2]. The yield is 0.300. (5) The reactants are [O:1]=[C:2]1[NH:7][C:6]2[CH:8]=[C:9]([CH2:12][N:13]3[CH2:18][CH2:17][N:16]([C:19]4[CH:27]=[CH:26][C:22]([C:23]([OH:25])=O)=[CH:21][CH:20]=4)[CH2:15][CH2:14]3)[CH:10]=[N:11][C:5]=2[N:4]2[CH2:28][CH2:29][S:30][CH2:31][C@@H:3]12.[CH2:32]([N:34](C(C)C)C(C)C)C.Cl.CN. The yield is 0.490. The product is [CH3:32][NH:34][C:23](=[O:25])[C:22]1[CH:26]=[CH:27][C:19]([N:16]2[CH2:15][CH2:14][N:13]([CH2:12][C:9]3[CH:10]=[N:11][C:5]4[N:4]5[CH2:28][CH2:29][S:30][CH2:31][C@H:3]5[C:2](=[O:1])[NH:7][C:6]=4[CH:8]=3)[CH2:18][CH2:17]2)=[CH:20][CH:21]=1. The catalyst is CN(C=O)C. (6) The yield is 0.360. The product is [CH3:1][C:2]1[N:37]=[C:5]2[N:6]([CH2:33]/[C:34](=[N:39]/[O:40][CH:41]([CH3:43])[CH3:42])/[CH3:35])[C:7](=[O:32])[C:8]([CH2:13][C:14]3[CH:15]=[CH:16][C:17]([C:20]4[CH:25]=[CH:24][CH:23]=[CH:22][C:21]=4[C:26]4[NH:30][C:29](=[O:31])[O:28][N:27]=4)=[CH:18][CH:19]=3)=[C:9]([CH2:10][CH2:11][CH3:12])[N:4]2[N:3]=1. The reactants are [CH3:1][C:2]1[N:37]=[C:5]2[N:6]([CH2:33][C:34](=O)[CH3:35])[C:7](=[O:32])[C:8]([CH2:13][C:14]3[CH:19]=[CH:18][C:17]([C:20]4[CH:25]=[CH:24][CH:23]=[CH:22][C:21]=4[C:26]4[NH:30][C:29](=[O:31])[O:28][N:27]=4)=[CH:16][CH:15]=3)=[C:9]([CH2:10][CH2:11][CH3:12])[N:4]2[N:3]=1.Cl.[NH2:39][O:40][CH:41]([CH3:43])[CH3:42].N1C=CC=CC=1.Cl. The catalyst is O.C(OCC)(=O)C. (7) The reactants are [CH2:1]([C:3]([C:17]1[CH:22]=[CH:21][C:20]([OH:23])=[C:19]([CH3:24])[CH:18]=1)([C:6]1[S:10][C:9]2[CH:11]=[C:12]([O:15][CH3:16])[CH:13]=[CH:14][C:8]=2[CH:7]=1)[CH2:4][CH3:5])[CH3:2].Br[CH2:26][C:27]([O:29][CH3:30])=[O:28].C(=O)([O-])[O-].[K+].[K+].[I-].[K+]. The catalyst is C(#N)C. The product is [CH3:30][O:29][C:27](=[O:28])[CH2:26][O:23][C:20]1[CH:21]=[CH:22][C:17]([C:3]([CH2:4][CH3:5])([C:6]2[S:10][C:9]3[CH:11]=[C:12]([O:15][CH3:16])[CH:13]=[CH:14][C:8]=3[CH:7]=2)[CH2:1][CH3:2])=[CH:18][C:19]=1[CH3:24]. The yield is 0.490. (8) The reactants are [CH:1]1([N:4]2[C:13]3[C:8](=[CH:9][C:10]([F:15])=[C:11]([F:14])[CH:12]=3)[C:7](=[O:16])[C:6]([C:17]([OH:19])=[O:18])=[CH:5]2)[CH2:3][CH2:2]1.Cl.Cl[CH2:22][CH2:23][N:24]([CH3:26])[CH3:25].C(=O)([O-])[O-].[Cs+].[Cs+]. No catalyst specified. The product is [CH:1]1([N:4]2[C:13]3[C:8](=[CH:9][C:10]([F:15])=[C:11]([F:14])[CH:12]=3)[C:7](=[O:16])[C:6]([C:17]([O:19][CH2:22][CH2:23][N:24]([CH3:26])[CH3:25])=[O:18])=[CH:5]2)[CH2:2][CH2:3]1. The yield is 0.740. (9) The reactants are [I:1][C:2]1[CH:3]=[N:4][NH:5][CH:6]=1.[H-].[Na+].[H][H].[CH3:11][O:12][C:13]1[CH:20]=[CH:19][C:16]([CH2:17]Cl)=[CH:15][CH:14]=1. The catalyst is CN(C=O)C. The product is [I:1][C:2]1[CH:3]=[N:4][N:5]([CH2:17][C:16]2[CH:19]=[CH:20][C:13]([O:12][CH3:11])=[CH:14][CH:15]=2)[CH:6]=1. The yield is 0.930.